This data is from Forward reaction prediction with 1.9M reactions from USPTO patents (1976-2016). The task is: Predict the product of the given reaction. (1) Given the reactants Cl.[NH2:2][CH2:3][C:4]1[CH:12]=[CH:11][CH:10]=[C:9]2[C:5]=1[C:6](=[O:22])[N:7]([CH:14]1[CH2:19][CH2:18][C:17](=[O:20])[NH:16][C:15]1=[O:21])[C:8]2=[O:13].[N:23]1[CH:28]=[CH:27][N:26]=[CH:25][C:24]=1[C:29](Cl)=[O:30].C(N(CC)CC)C.O, predict the reaction product. The product is: [O:21]=[C:15]1[CH:14]([N:7]2[C:6](=[O:22])[C:5]3[C:9](=[CH:10][CH:11]=[CH:12][C:4]=3[CH2:3][NH:2][C:29]([C:24]3[CH:25]=[N:26][CH:27]=[CH:28][N:23]=3)=[O:30])[C:8]2=[O:13])[CH2:19][CH2:18][C:17](=[O:20])[NH:16]1. (2) Given the reactants [CH3:1][C:2]1[S:3][C:4]([CH3:10])=[CH:5][C:6]=1[C:7]([OH:9])=O.O1CCCC1.S(Cl)(Cl)=O.[NH2:20][C:21]1[CH:22]=[C:23]([CH:40]=[CH:41][C:42]=1[CH3:43])[O:24][C:25]1[CH:26]=[CH:27][C:28]2[N:29]([N:31]=[C:32]([NH:34][C:35]([CH:37]3[CH2:39][CH2:38]3)=[O:36])[N:33]=2)[CH:30]=1, predict the reaction product. The product is: [CH:37]1([C:35]([NH:34][C:32]2[N:33]=[C:28]3[CH:27]=[CH:26][C:25]([O:24][C:23]4[CH:40]=[CH:41][C:42]([CH3:43])=[C:21]([NH:20][C:7]([C:6]5[CH:5]=[C:4]([CH3:10])[S:3][C:2]=5[CH3:1])=[O:9])[CH:22]=4)=[CH:30][N:29]3[N:31]=2)=[O:36])[CH2:38][CH2:39]1.